Dataset: Catalyst prediction with 721,799 reactions and 888 catalyst types from USPTO. Task: Predict which catalyst facilitates the given reaction. Reactant: Cl[C:2]1[C:3]2[C:4](=[CH:19][N:20](CC3C=CC(OC)=CC=3)[N:21]=2)[N:5]=[C:6]([C:8]2[CH:9]=[N:10][C:11]([N:14]3[CH2:18][CH2:17][CH2:16][CH2:15]3)=[CH:12][CH:13]=2)[N:7]=1.[NH:31]1[C:39]2[C:34](=[CH:35][CH:36]=[C:37]([NH2:40])[CH:38]=2)[CH:33]=[N:32]1.Cl. Product: [NH:31]1[C:39]2[C:34](=[CH:35][CH:36]=[C:37]([NH:40][C:2]3[C:3]4[NH:21][N:20]=[CH:19][C:4]=4[N:5]=[C:6]([C:8]4[CH:9]=[N:10][C:11]([N:14]5[CH2:18][CH2:17][CH2:16][CH2:15]5)=[CH:12][CH:13]=4)[N:7]=3)[CH:38]=2)[CH:33]=[N:32]1. The catalyst class is: 71.